This data is from NCI-60 drug combinations with 297,098 pairs across 59 cell lines. The task is: Regression. Given two drug SMILES strings and cell line genomic features, predict the synergy score measuring deviation from expected non-interaction effect. (1) Drug 1: C1=CC(=CC=C1CC(C(=O)O)N)N(CCCl)CCCl.Cl. Drug 2: C(CCl)NC(=O)N(CCCl)N=O. Cell line: MCF7. Synergy scores: CSS=12.9, Synergy_ZIP=-1.29, Synergy_Bliss=3.96, Synergy_Loewe=-17.1, Synergy_HSA=-0.396. (2) Drug 1: C1=CC(=CC=C1CCCC(=O)O)N(CCCl)CCCl. Drug 2: CCCCC(=O)OCC(=O)C1(CC(C2=C(C1)C(=C3C(=C2O)C(=O)C4=C(C3=O)C=CC=C4OC)O)OC5CC(C(C(O5)C)O)NC(=O)C(F)(F)F)O. Cell line: MALME-3M. Synergy scores: CSS=8.34, Synergy_ZIP=-5.65, Synergy_Bliss=-2.61, Synergy_Loewe=-2.95, Synergy_HSA=-3.11.